This data is from TCR-epitope binding with 47,182 pairs between 192 epitopes and 23,139 TCRs. The task is: Binary Classification. Given a T-cell receptor sequence (or CDR3 region) and an epitope sequence, predict whether binding occurs between them. (1) The epitope is TLVPQEHYV. The TCR CDR3 sequence is CASGGLAGSDTQYF. Result: 0 (the TCR does not bind to the epitope). (2) The epitope is RPRGEVRFL. The TCR CDR3 sequence is CASSLWGALYEQYF. Result: 0 (the TCR does not bind to the epitope). (3) The epitope is FPPTSFGPL. The TCR CDR3 sequence is CAPLPCEQFF. Result: 0 (the TCR does not bind to the epitope). (4) The epitope is LLLGIGILV. The TCR CDR3 sequence is CASSLGQGAGGQPQHF. Result: 1 (the TCR binds to the epitope). (5) The epitope is GTSGSPIIDK. The TCR CDR3 sequence is CATSDVTGGNEQFF. Result: 0 (the TCR does not bind to the epitope). (6) The TCR CDR3 sequence is CASSEVVSTTYEQYF. Result: 1 (the TCR binds to the epitope). The epitope is RTLNAWVKV. (7) Result: 1 (the TCR binds to the epitope). The epitope is LLMPILTLT. The TCR CDR3 sequence is CASSLGSFPGTGANTGELFF. (8) The epitope is QARQMVQAMRTIGTHP. The TCR CDR3 sequence is CASSTEGLLSTDTQYF. Result: 0 (the TCR does not bind to the epitope). (9) The epitope is MPASWVMRI. Result: 1 (the TCR binds to the epitope). The TCR CDR3 sequence is CASRDRGQDEQYF.